Dataset: Forward reaction prediction with 1.9M reactions from USPTO patents (1976-2016). Task: Predict the product of the given reaction. (1) Given the reactants [ClH:1].C(O[C:5](=[NH:15])/[CH:6]=[CH:7]/[C:8]1[CH:13]=[CH:12][C:11]([F:14])=[CH:10][CH:9]=1)C.[NH3:16], predict the reaction product. The product is: [ClH:1].[F:14][C:11]1[CH:10]=[CH:9][C:8](/[CH:7]=[CH:6]/[C:5]([NH2:15])=[NH:16])=[CH:13][CH:12]=1. (2) Given the reactants [Br:1][C:2]1[C:10]2[N:9]=[C:8]([CH2:11][F:12])[N:7]([CH2:13][C:14]3[CH:19]=[CH:18][CH:17]=[C:16]([C:20]([F:23])([F:22])[F:21])[C:15]=3[CH3:24])[C:6]=2[CH:5]=[C:4]([N+:25]([O-])=O)[CH:3]=1.O.O.[Sn](Cl)Cl.Cl, predict the reaction product. The product is: [Br:1][C:2]1[C:10]2[N:9]=[C:8]([CH2:11][F:12])[N:7]([CH2:13][C:14]3[CH:19]=[CH:18][CH:17]=[C:16]([C:20]([F:23])([F:21])[F:22])[C:15]=3[CH3:24])[C:6]=2[CH:5]=[C:4]([NH2:25])[CH:3]=1. (3) Given the reactants Br[C:2]1[CH:3]=[CH:4][C:5]2[C:11]3[S:12][C:13]([C:15]4[C:19]([C:20]5[CH:25]=[CH:24][CH:23]=[CH:22][C:21]=5[Cl:26])=[CH:18][NH:17][N:16]=4)=[CH:14][C:10]=3[CH2:9][CH2:8][O:7][C:6]=2[CH:27]=1.[C:28]([Cu])#[N:29], predict the reaction product. The product is: [Cl:26][C:21]1[CH:22]=[CH:23][CH:24]=[CH:25][C:20]=1[C:19]1[C:15]([C:13]2[S:12][C:11]3[C:5]4[CH:4]=[CH:3][C:2]([C:28]#[N:29])=[CH:27][C:6]=4[O:7][CH2:8][CH2:9][C:10]=3[CH:14]=2)=[N:16][NH:17][CH:18]=1. (4) Given the reactants [CH3:1][C:2]1[CH:11]=[C:10]2[C:5]([CH:6]=[CH:7][CH:8]=[N:9]2)=[CH:4][CH:3]=1.ClC1C=C(C=CC=1)C(OO)=[O:17], predict the reaction product. The product is: [CH3:1][C:2]1[CH:11]=[C:10]2[C:5]([CH:6]=[CH:7][CH:8]=[N+:9]2[O-:17])=[CH:4][CH:3]=1. (5) Given the reactants [NH2:1][C:2]([CH2:21][OH:22])([CH2:5][CH2:6][C:7]1[CH:12]=[CH:11][C:10]([CH2:13][CH2:14][CH2:15][CH2:16][CH2:17][CH2:18][CH2:19][CH3:20])=[CH:9][CH:8]=1)[CH2:3][OH:4].Cl[C:24]([O:26][CH2:27][C:28]1[CH:33]=[CH:32][CH:31]=[CH:30][CH:29]=1)=[O:25], predict the reaction product. The product is: [CH2:27]([O:26][C:24]([NH:1][C:2]([CH2:3][OH:4])([CH2:5][CH2:6][C:7]1[CH:8]=[CH:9][C:10]([CH2:13][CH2:14][CH2:15][CH2:16][CH2:17][CH2:18][CH2:19][CH3:20])=[CH:11][CH:12]=1)[CH2:21][OH:22])=[O:25])[C:28]1[CH:33]=[CH:32][CH:31]=[CH:30][CH:29]=1. (6) Given the reactants Cl[C:2]1[CH:3]=[C:4]2[C:20]([CH3:21])=[C:19]([CH3:22])[NH:18][C:5]2=[C:6]([N:8]2[CH2:17][CH2:16][C:15]3[C:10](=[CH:11][CH:12]=[CH:13][CH:14]=3)[CH2:9]2)[N:7]=1.C(OCC)(=O)C.[CH3:29][N:30](C)C=O, predict the reaction product. The product is: [CH2:9]1[C:10]2[C:15](=[CH:14][CH:13]=[CH:12][CH:11]=2)[CH2:16][CH2:17][N:8]1[C:6]1[N:7]=[C:2]([C:29]#[N:30])[CH:3]=[C:4]2[C:20]([CH3:21])=[C:19]([CH3:22])[NH:18][C:5]=12.